This data is from Forward reaction prediction with 1.9M reactions from USPTO patents (1976-2016). The task is: Predict the product of the given reaction. (1) Given the reactants [C:1]([O:5][C:6](=[O:47])[NH:7][C@H:8]([C@@H:28]1[O:32][C:31](=[O:33])[N:30]([C:34]2([C:37]3[CH:42]=[CH:41][CH:40]=[C:39]([C:43]([CH3:46])([CH3:45])[CH3:44])[CH:38]=3)[CH2:36][CH2:35]2)[CH2:29]1)[CH2:9][C:10]1[CH:15]=[CH:14][C:13]([NH:16][C:17](=[O:22])[C:18]([F:21])([F:20])[F:19])=[C:12]([C:23]#[C:24][CH2:25][CH2:26][CH3:27])[CH:11]=1)([CH3:4])([CH3:3])[CH3:2].CCCCCC.CCOC(C)=O.N, predict the reaction product. The product is: [C:1]([O:5][C:6](=[O:47])[NH:7][C@H:8]([C@@H:28]1[O:32][C:31](=[O:33])[N:30]([C:34]2([C:37]3[CH:42]=[CH:41][CH:40]=[C:39]([C:43]([CH3:46])([CH3:45])[CH3:44])[CH:38]=3)[CH2:35][CH2:36]2)[CH2:29]1)[CH2:9][C:10]1[CH:15]=[CH:14][C:13]([NH:16][C:17](=[O:22])[C:18]([F:19])([F:20])[F:21])=[C:12]([CH2:23][CH2:24][CH2:25][CH2:26][CH3:27])[CH:11]=1)([CH3:2])([CH3:3])[CH3:4]. (2) Given the reactants [OH-].[Na+].C([O:5][C:6]([CH:8]1[CH2:13][CH2:12][N:11]([S:14]([C:17]2[CH:22]=[CH:21][C:20]([CH:23]([C:30](=[O:43])[NH:31][C:32]3[S:33][C:34]4[C:39]([N:40]=3)=[CH:38][CH:37]=[C:36]([O:41][CH3:42])[N:35]=4)[CH2:24][CH:25]3[CH2:29][CH2:28][CH2:27][CH2:26]3)=[CH:19][CH:18]=2)(=[O:16])=[O:15])[CH2:10][CH2:9]1)=[O:7])C.Cl, predict the reaction product. The product is: [CH:25]1([CH2:24][CH:23]([C:20]2[CH:19]=[CH:18][C:17]([S:14]([N:11]3[CH2:12][CH2:13][CH:8]([C:6]([OH:7])=[O:5])[CH2:9][CH2:10]3)(=[O:16])=[O:15])=[CH:22][CH:21]=2)[C:30](=[O:43])[NH:31][C:32]2[S:33][C:34]3[C:39]([N:40]=2)=[CH:38][CH:37]=[C:36]([O:41][CH3:42])[N:35]=3)[CH2:29][CH2:28][CH2:27][CH2:26]1. (3) Given the reactants [Br:1][C:2]1[CH:11]=[C:10]2[C:5]([CH2:6][CH2:7][N:8]([C:15](=O)[C:16]([N:18]([CH2:22][CH2:23][N:24]([C:33]([O:35][C:36]([CH3:39])([CH3:38])[CH3:37])=[O:34])[CH2:25][C:26]#[C:27][C:28]3[S:29][CH:30]=[CH:31][CH:32]=3)[CH:19]([CH3:21])[CH3:20])=[O:17])[CH:9]2C(O)=O)=[CH:4][C:3]=1[O:41][CH3:42].C(N(CCC#CC1SC=CC=1)C(=O)C(N1CCC2C(=CC([N+]([O-])=O)=C(OC)C=2)C1C(OCC)=O)=O)(C)(C)C.C([O-])(=O)C.[Na+].[NH4+].[OH-], predict the reaction product. The product is: [Br:1][C:2]1[C:3]([O:41][CH3:42])=[CH:4][C:5]2[CH2:6][CH2:7][N:8]3[C:15]4[C:16](=[O:17])[N:18]([CH:19]([CH3:20])[CH3:21])[CH2:22][CH2:23][N:24]([C:33]([O:35][C:36]([CH3:37])([CH3:38])[CH3:39])=[O:34])[CH2:25][C:26]=4[C:27]([C:28]4[S:29][CH:30]=[CH:31][CH:32]=4)=[C:9]3[C:10]=2[CH:11]=1. (4) Given the reactants Br[C:2]1[CH:3]=[N:4][CH:5]=[C:6]2[C:11]=1[N:10]=[C:9]([C:12]([NH:14][CH:15]([C:17]1[CH:22]=[CH:21][CH:20]=[C:19]([S:23]([CH3:26])(=[O:25])=[O:24])[CH:18]=1)[CH3:16])=[O:13])[CH:8]=[CH:7]2.[Cl:27][C:28]1[CH:33]=[CH:32][C:31](B(O)O)=[CH:30][CH:29]=1.C(=O)([O-])[O-].[Cs+].[Cs+], predict the reaction product. The product is: [Cl:27][C:28]1[CH:33]=[CH:32][C:31]([C:2]2[CH:3]=[N:4][CH:5]=[C:6]3[C:11]=2[N:10]=[C:9]([C:12]([NH:14][CH:15]([C:17]2[CH:22]=[CH:21][CH:20]=[C:19]([S:23]([CH3:26])(=[O:25])=[O:24])[CH:18]=2)[CH3:16])=[O:13])[CH:8]=[CH:7]3)=[CH:30][CH:29]=1. (5) Given the reactants C1(COC([N:11]2[CH2:16][CH:15]3[CH2:17][CH:12]2[CH2:13][N:14]3[CH2:18][CH:19]([OH:31])[C:20]2[CH:29]=[CH:28][C:23]3[C:24](=[O:27])[O:25][CH2:26][C:22]=3[C:21]=2[CH3:30])=O)C=CC=CC=1, predict the reaction product. The product is: [CH:15]12[CH2:17][CH:12]([NH:11][CH2:16]1)[CH2:13][N:14]2[CH2:18][CH:19]([C:20]1[CH:29]=[CH:28][C:23]2[C:24](=[O:27])[O:25][CH2:26][C:22]=2[C:21]=1[CH3:30])[OH:31].